Dataset: Forward reaction prediction with 1.9M reactions from USPTO patents (1976-2016). Task: Predict the product of the given reaction. Given the reactants Br[CH2:2][CH2:3][O:4][C:5]1[C:10]([CH3:11])=[CH:9][C:8]([C:12]2[NH:21][C:20](=[O:22])[C:19]3[C:14](=[CH:15][C:16]([Cl:24])=[CH:17][C:18]=3[Cl:23])[N:13]=2)=[CH:7][C:6]=1[CH3:25].[NH:26]1[CH2:30][CH2:29][CH2:28][CH2:27]1, predict the reaction product. The product is: [Cl:23][C:18]1[CH:17]=[C:16]([Cl:24])[CH:15]=[C:14]2[C:19]=1[C:20](=[O:22])[NH:21][C:12]([C:8]1[CH:9]=[C:10]([CH3:11])[C:5]([O:4][CH2:3][CH2:2][N:26]3[CH2:30][CH2:29][CH2:28][CH2:27]3)=[C:6]([CH3:25])[CH:7]=1)=[N:13]2.